From a dataset of Forward reaction prediction with 1.9M reactions from USPTO patents (1976-2016). Predict the product of the given reaction. (1) The product is: [F:34][C:35]1[CH:36]=[C:37]([CH:38]=[CH:39][CH:40]=1)[O:41][C:2]1[N:3]([CH2:18][CH2:19][CH3:20])[C:4](=[O:17])[C:5]2[NH:6][C:7]([C:11]3[CH:12]=[N:13][N:14]([CH3:16])[CH:15]=3)=[N:8][C:9]=2[N:10]=1. Given the reactants Cl[C:2]1[N:3]([CH2:18][CH2:19][CH3:20])[C:4](=[O:17])[C:5]2[NH:6][C:7]([C:11]3[CH:12]=[N:13][N:14]([CH3:16])[CH:15]=3)=[N:8][C:9]=2[N:10]=1.CN1CCCC1=O.C(=O)([O-])[O-].[K+].[K+].[F:34][C:35]1[CH:36]=[C:37]([OH:41])[CH:38]=[CH:39][CH:40]=1, predict the reaction product. (2) Given the reactants [C:1]([C:5]1[CH:10]=[CH:9][C:8]([S:11]([NH:14][C:15]2[CH:16]=[C:17]3[C:21](=[CH:22][CH:23]=2)[NH:20][C:19]([C:24]([OH:26])=O)=[C:18]3[C:27]2[CH:32]=[CH:31][N:30]=[CH:29][CH:28]=2)(=[O:13])=[O:12])=[CH:7][CH:6]=1)([CH3:4])([CH3:3])[CH3:2].C([NH:36][CH2:37][CH2:38][NH2:39])(=O)C.Cl[CH2:41]Cl.[CH3:43][OH:44], predict the reaction product. The product is: [C:43]([CH:38]([NH2:39])[CH2:37][NH:36][C:24]([C:19]1[NH:20][C:21]2[C:17]([C:18]=1[C:27]1[CH:28]=[CH:29][N:30]=[CH:31][CH:32]=1)=[CH:16][C:15]([NH:14][S:11]([C:8]1[CH:9]=[CH:10][C:5]([C:1]([CH3:2])([CH3:3])[CH3:4])=[CH:6][CH:7]=1)(=[O:12])=[O:13])=[CH:23][CH:22]=2)=[O:26])(=[O:44])[CH3:41]. (3) The product is: [Cl:1][C:2]1[CH:3]=[CH:4][C:5]([O:23][CH2:24][C:25]2[CH:30]=[CH:29][CH:28]=[CH:27][CH:26]=2)=[C:6]([C:8]2[N:9]([C:14]3[CH:15]=[C:16]([CH:20]=[CH:21][CH:22]=3)[C:17]([NH:45][CH2:46][C:47]3[CH:52]=[CH:51][CH:50]=[CH:49][N:48]=3)=[O:18])[C:10]([CH3:13])=[CH:11][CH:12]=2)[CH:7]=1. Given the reactants [Cl:1][C:2]1[CH:3]=[CH:4][C:5]([O:23][CH2:24][C:25]2[CH:30]=[CH:29][CH:28]=[CH:27][CH:26]=2)=[C:6]([C:8]2[N:9]([C:14]3[CH:15]=[C:16]([CH:20]=[CH:21][CH:22]=3)[C:17](O)=[O:18])[C:10]([CH3:13])=[CH:11][CH:12]=2)[CH:7]=1.C(Cl)CCl.C1C=CC2N(O)N=NC=2C=1.[NH2:45][CH2:46][C:47]1[CH:52]=[CH:51][CH:50]=[CH:49][N:48]=1, predict the reaction product. (4) Given the reactants C(=O)(O)[O-].[Na+].[N:6]#[C:7]Br.[Si:9]([O:16][CH2:17][CH2:18][NH:19][C:20]1[CH:25]=[CH:24][C:23]([NH:26][C:27]([C:29]2[N:30]=[C:31]([CH3:44])[S:32][C:33]=2[C:34]([NH:36][C:37]2[CH:42]=[CH:41][C:40]([Cl:43])=[CH:39][N:38]=2)=[O:35])=[O:28])=[CH:22][CH:21]=1)([C:12]([CH3:15])([CH3:14])[CH3:13])([CH3:11])[CH3:10], predict the reaction product. The product is: [Si:9]([O:16][CH2:17][CH2:18][N:19]([C:7]#[N:6])[C:20]1[CH:21]=[CH:22][C:23]([NH:26][C:27]([C:29]2[N:30]=[C:31]([CH3:44])[S:32][C:33]=2[C:34]([NH:36][C:37]2[CH:42]=[CH:41][C:40]([Cl:43])=[CH:39][N:38]=2)=[O:35])=[O:28])=[CH:24][CH:25]=1)([C:12]([CH3:15])([CH3:14])[CH3:13])([CH3:10])[CH3:11].